Dataset: Peptide-MHC class II binding affinity with 134,281 pairs from IEDB. Task: Regression. Given a peptide amino acid sequence and an MHC pseudo amino acid sequence, predict their binding affinity value. This is MHC class II binding data. The peptide sequence is YDKFLANVSTVMTGK. The MHC is DRB1_0405 with pseudo-sequence DRB1_0405. The binding affinity (normalized) is 0.895.